This data is from Full USPTO retrosynthesis dataset with 1.9M reactions from patents (1976-2016). The task is: Predict the reactants needed to synthesize the given product. (1) Given the product [CH3:29][C:22]1[N:21]=[C:20]([N:16]2[CH2:17][CH2:18][C:13](=[CH:12][C:10]3[O:9][N:8]=[C:7]([C:1]4[CH:2]=[CH:3][CH:4]=[CH:5][CH:6]=4)[N:11]=3)[CH2:14][CH2:15]2)[C:25]([N+:26]([O-:28])=[O:27])=[CH:24][CH:23]=1, predict the reactants needed to synthesize it. The reactants are: [C:1]1([C:7]2[N:11]=[C:10]([CH:12]=[C:13]3[CH2:18][CH2:17][NH:16][CH2:15][CH2:14]3)[O:9][N:8]=2)[CH:6]=[CH:5][CH:4]=[CH:3][CH:2]=1.Cl[C:20]1[C:25]([N+:26]([O-:28])=[O:27])=[CH:24][CH:23]=[C:22]([CH3:29])[N:21]=1.C(N(C(C)C)CC)(C)C.O. (2) Given the product [CH2:59]([N:7]([CH2:8][CH2:34][CH3:35])[C:5]([C:4]1[CH:43]=[C:44]([CH:45]=[CH:2][CH:3]=1)[C:46]([OH:48])=[O:47])=[O:6])[CH2:51][CH3:52], predict the reactants needed to synthesize it. The reactants are: Br[C:2]1[CH:3]=[C:4]([CH:43]=[C:44]([C:46]([O:48]C)=[O:47])[CH:45]=1)[C:5]([NH:7][C@@H:8]([CH2:34][C:35]1C=C(F)C=C(F)C=1)[C@@H]([C@H]1C[C@@H](OCCC)CN1C(OC(C)(C)C)=O)O[Si](C(C)(C)C)(C)C)=[O:6].Br[C:51]1[CH:52]=C(C=C(C(OC)=O)[CH:59]=1)C(O)=O.CCN(C(C)C)C(C)C.CN(C(ON1N=NC2C=CC=NC1=2)=[N+](C)C)C.F[P-](F)(F)(F)(F)F.N[C@@H](CC1C=C(F)C=C(F)C=1)[C@@H]([C@H]1C[C@@H](OCCC)CN1C(OC(C)(C)C)=O)O[Si](C(C)(C)C)(C)C. (3) Given the product [CH:1]12[CH2:13][CH:9]([CH2:10][N:11]([C:21](=[O:22])[C:23]([F:26])([F:25])[F:24])[CH2:12]1)[CH2:8][C:7]1[CH:6]=[CH:5][CH:4]=[CH:3][C:2]2=1, predict the reactants needed to synthesize it. The reactants are: [CH:1]12[CH2:13][CH:9]([CH2:10][NH:11][CH2:12]1)[CH2:8][C:7]1[CH:6]=[CH:5][CH:4]=[CH:3][C:2]2=1.C(N(CC)CC)C.[C:21](O[C:21]([C:23]([F:26])([F:25])[F:24])=[O:22])([C:23]([F:26])([F:25])[F:24])=[O:22].Cl. (4) Given the product [Cl:1][C:2]1[C:10]2[N:9]=[C:8]3[N:11]([C:16]4[C:17]([CH3:24])=[CH:18][C:19]([C:22]([NH2:23])=[O:36])=[N:20][CH:21]=4)[CH2:12][CH2:13][CH2:14][CH2:15][N:7]3[C:6]=2[C:5]([CH:25]([CH2:28][CH3:29])[CH2:26][CH3:27])=[CH:4][CH:3]=1, predict the reactants needed to synthesize it. The reactants are: [Cl:1][C:2]1[C:10]2[N:9]=[C:8]3[N:11]([C:16]4[C:17]([CH3:24])=[CH:18][C:19]([C:22]#[N:23])=[N:20][CH:21]=4)[CH2:12][CH2:13][CH2:14][CH2:15][N:7]3[C:6]=2[C:5]([CH:25]([CH2:28][CH3:29])[CH2:26][CH3:27])=[CH:4][CH:3]=1.[OH-].[K+].C([OH:36])(C)(C)C. (5) Given the product [CH3:27][C:2]1([CH3:1])[C:6]([CH3:7])([CH3:8])[O:5][B:4]([C:9]2[CH:10]=[CH:11][C:12]([CH2:13][O:14][C:15]3[CH:24]=[CH:23][CH:22]=[C:21]4[C:16]=3[N:37]=[CH:36][CH:35]=[CH:34]4)=[CH:25][CH:26]=2)[O:3]1, predict the reactants needed to synthesize it. The reactants are: [CH3:1][C:2]1([CH3:27])[C:6]([CH3:8])([CH3:7])[O:5][B:4]([C:9]2[CH:26]=[CH:25][C:12]([CH2:13][O:14][C:15]3[CH:24]=[CH:23][CH:22]=[CH:21][C:16]=3C(OC)=O)=[CH:11][CH:10]=2)[O:3]1.OC1C=CC=C2C=1[N:37]=[CH:36][CH:35]=[CH:34]2.BrCC1C=CC(B2OC(C)(C)C(C)(C)O2)=CC=1.C([O-])([O-])=O.[K+].[K+]. (6) Given the product [NH2:32][C:2]1[C:7]2[CH:8]=[CH:9][N:10]([CH2:11][C:12]([N:14]([CH2:17][CH3:18])[CH2:15][CH3:16])=[O:13])[C:6]=2[CH:5]=[CH:4][N:3]=1, predict the reactants needed to synthesize it. The reactants are: Cl[C:2]1[C:7]2[CH:8]=[CH:9][N:10]([CH2:11][C:12]([N:14]([CH2:17][CH3:18])[CH2:15][CH3:16])=[O:13])[C:6]=2[CH:5]=[CH:4][N:3]=1.C(=[NH:32])(C1C=CC=CC=1)C1C=CC=CC=1.CC([O-])(C)C.[Na+].C1C=CC(P(C2C(C3C(P(C4C=CC=CC=4)C4C=CC=CC=4)=CC=C4C=3C=CC=C4)=C3C(C=CC=C3)=CC=2)C2C=CC=CC=2)=CC=1. (7) Given the product [C:23]1([CH:29]([C:30]2[CH:31]=[CH:32][CH:33]=[CH:34][CH:35]=2)[S:1][C:2]2[S:3][C:4]3[CH2:14][CH2:13][C:12]4[C:7](=[CH:8][CH:9]=[C:10]([O:15][CH2:16][C:17]([OH:19])=[O:18])[CH:11]=4)[C:5]=3[N:6]=2)[CH:28]=[CH:27][CH:26]=[CH:25][CH:24]=1, predict the reactants needed to synthesize it. The reactants are: [SH:1][C:2]1[S:3][C:4]2[CH2:14][CH2:13][C:12]3[C:7](=[CH:8][CH:9]=[C:10]([O:15][CH2:16][C:17]([O:19]CC)=[O:18])[CH:11]=3)[C:5]=2[N:6]=1.[Br-].[C:23]1([CH2:29][C:30]2[CH:35]=[CH:34][CH:33]=[CH:32][CH:31]=2)[CH:28]=[CH:27][CH:26]=[CH:25][CH:24]=1.